Dataset: NCI-60 drug combinations with 297,098 pairs across 59 cell lines. Task: Regression. Given two drug SMILES strings and cell line genomic features, predict the synergy score measuring deviation from expected non-interaction effect. (1) Drug 1: CNC(=O)C1=CC=CC=C1SC2=CC3=C(C=C2)C(=NN3)C=CC4=CC=CC=N4. Drug 2: CN(C)N=NC1=C(NC=N1)C(=O)N. Cell line: A549. Synergy scores: CSS=9.44, Synergy_ZIP=-2.70, Synergy_Bliss=1.71, Synergy_Loewe=-5.66, Synergy_HSA=0.656. (2) Drug 1: CC=C1C(=O)NC(C(=O)OC2CC(=O)NC(C(=O)NC(CSSCCC=C2)C(=O)N1)C(C)C)C(C)C. Drug 2: C(CN)CNCCSP(=O)(O)O. Cell line: MALME-3M. Synergy scores: CSS=66.7, Synergy_ZIP=-0.0534, Synergy_Bliss=0.872, Synergy_Loewe=-52.5, Synergy_HSA=2.32.